Predict the reactants needed to synthesize the given product. From a dataset of Full USPTO retrosynthesis dataset with 1.9M reactions from patents (1976-2016). (1) Given the product [F:1][C:2]1[CH:3]=[CH:4][C:5]([CH2:8][CH2:9][C:10]2[N:14]([CH3:15])[N:13]=[C:12]([C:16]3[CH:17]=[C:18]([CH:19]([NH2:20])[CH3:24])[CH:21]=[CH:22][CH:23]=3)[CH:11]=2)=[CH:6][CH:7]=1, predict the reactants needed to synthesize it. The reactants are: [F:1][C:2]1[CH:7]=[CH:6][C:5]([CH2:8][CH2:9][C:10]2[N:14]([CH3:15])[N:13]=[C:12]([C:16]3[CH:17]=[C:18]([CH:21]=[CH:22][CH:23]=3)[C:19]#[N:20])[CH:11]=2)=[CH:4][CH:3]=1.[CH3:24][Mg]I.CCOCC.[H-].[H-].[H-].[H-].[Li+].[Al+3]. (2) Given the product [CH3:39][S:12][C:11](=[NH:13])[CH:10]([NH:9][C:6]1[CH:7]=[CH:8][C:3]([C:1]#[N:2])=[CH:4][CH:5]=1)[C:14]1[CH:19]=[C:18]([O:20][CH3:21])[CH:17]=[C:16]([O:22][Si:23]([CH:27]([CH3:29])[CH3:28])([CH:30]([CH3:32])[CH3:31])[CH:24]([CH3:26])[CH3:25])[C:15]=1[F:33], predict the reactants needed to synthesize it. The reactants are: [C:1]([C:3]1[CH:8]=[CH:7][C:6]([NH:9][CH:10]([C:14]2[CH:19]=[C:18]([O:20][CH3:21])[CH:17]=[C:16]([O:22][Si:23]([CH:30]([CH3:32])[CH3:31])([CH:27]([CH3:29])[CH3:28])[CH:24]([CH3:26])[CH3:25])[C:15]=2[F:33])[C:11]([NH2:13])=[S:12])=[CH:5][CH:4]=1)#[N:2].F[B-](F)(F)F.[C:39](=O)([O-])O.[Na+].C(OCC)(=O)C. (3) The reactants are: Cl.[CH3:2][O:3][C:4]([C:6]1([C:12]2[CH:17]=[CH:16][C:15]([Cl:18])=[CH:14][CH:13]=2)[CH2:11][CH2:10][NH:9][CH2:8][CH2:7]1)=[O:5].[Cl:19][C:20]1[C:21]([C:30]([F:33])([F:32])[F:31])=[N:22][N:23]([CH2:26][C:27](O)=[O:28])[C:24]=1[CH3:25].F[P-](F)(F)(F)(F)F.N1(O[P+](N(C)C)(N(C)C)N(C)C)C2C=CC=CC=2N=N1. Given the product [CH3:2][O:3][C:4]([C:6]1([C:12]2[CH:13]=[CH:14][C:15]([Cl:18])=[CH:16][CH:17]=2)[CH2:7][CH2:8][N:9]([C:27](=[O:28])[CH2:26][N:23]2[C:24]([CH3:25])=[C:20]([Cl:19])[C:21]([C:30]([F:33])([F:32])[F:31])=[N:22]2)[CH2:10][CH2:11]1)=[O:5], predict the reactants needed to synthesize it. (4) The reactants are: [NH2:1][C@@H:2]1[CH2:6][CH2:5][N:4]([C:7]([C:9]2[N:10]=[C:11]3[C:16]([C:17]([F:20])([F:19])[F:18])=[CH:15][C:14]([C:21]4[CH:25]=[CH:24][O:23][CH:22]=4)=[CH:13][N:12]3[C:26]=2[Cl:27])=[O:8])[CH2:3]1.[Cl:28][CH2:29][CH2:30][C:31](O)=[O:32].CN(C(ON1N=NC2C=CC=NC1=2)=[N+](C)C)C.F[P-](F)(F)(F)(F)F.C(N(C(C)C)CC)(C)C. Given the product [Cl:28][CH2:29][CH2:30][C:31]([NH:1][C@@H:2]1[CH2:6][CH2:5][N:4]([C:7]([C:9]2[N:10]=[C:11]3[C:16]([C:17]([F:19])([F:20])[F:18])=[CH:15][C:14]([C:21]4[CH:25]=[CH:24][O:23][CH:22]=4)=[CH:13][N:12]3[C:26]=2[Cl:27])=[O:8])[CH2:3]1)=[O:32], predict the reactants needed to synthesize it.